From a dataset of Forward reaction prediction with 1.9M reactions from USPTO patents (1976-2016). Predict the product of the given reaction. (1) The product is: [Cl:1][C:2]1[CH:7]=[CH:6][C:5]([CH2:8]/[C:9](/[C:29]2[CH:30]=[C:31]([CH:32]=[CH:33][CH:34]=2)[C:35]([NH2:36])=[O:38])=[C:10](/[NH:12][C:13](=[O:28])[C:14]([CH3:15])([O:16][C:17]2[CH:22]=[CH:21][C:20]([C:23]([F:25])([F:26])[F:24])=[CH:19][N:18]=2)[CH3:27])\[CH3:11])=[CH:4][CH:3]=1. Given the reactants [Cl:1][C:2]1[CH:7]=[CH:6][C:5]([CH2:8]/[C:9](/[C:29]2[CH:34]=[CH:33][CH:32]=[C:31]([C:35]#[N:36])[CH:30]=2)=[C:10](/[NH:12][C:13](=[O:28])[C:14]([CH3:27])([O:16][C:17]2[CH:22]=[CH:21][C:20]([C:23]([F:26])([F:25])[F:24])=[CH:19][N:18]=2)[CH3:15])\[CH3:11])=[CH:4][CH:3]=1.C([O-])([O-])=[O:38].[K+].[K+].CS(C)=O.OO, predict the reaction product. (2) Given the reactants C(OC([N:8]1[C:16]2[CH:15]=[C:14]([Cl:17])[N:13]=[N:12][C:11]=2[C:10]([CH3:19])([CH3:18])[CH2:9]1)=O)(C)(C)C.Cl.CCOC(C)=O, predict the reaction product. The product is: [Cl:17][C:14]1[N:13]=[N:12][C:11]2[C:10]([CH3:19])([CH3:18])[CH2:9][NH:8][C:16]=2[CH:15]=1. (3) Given the reactants [F:1][C:2]([F:17])([F:16])[C:3]1[N:4]=[CH:5][N:6]([CH2:8][O:9][CH2:10][CH2:11][Si:12]([CH3:15])([CH3:14])[CH3:13])[CH:7]=1.C([Li])CCC.[O:23]1[CH2:28][CH2:27][C:26](=[O:29])[CH2:25][CH2:24]1, predict the reaction product. The product is: [F:17][C:2]([F:16])([F:1])[C:3]1[N:4]=[C:5]([C:26]2([OH:29])[CH2:27][CH2:28][O:23][CH2:24][CH2:25]2)[N:6]([CH2:8][O:9][CH2:10][CH2:11][Si:12]([CH3:13])([CH3:14])[CH3:15])[CH:7]=1. (4) Given the reactants [F:1][CH:2]([F:30])[CH2:3][N:4]1[CH2:9][C:8]2([CH2:14][CH2:13][N:12]([C:15]([O:17][C:18]([CH3:21])([CH3:20])[CH3:19])=[O:16])[CH2:11][CH2:10]2)[O:7][CH:6]([C:22](=O)[NH:23][CH2:24][C:25](=[O:28])[CH2:26][CH3:27])[CH2:5]1, predict the reaction product. The product is: [F:30][CH:2]([F:1])[CH2:3][N:4]1[CH2:9][C:8]2([CH2:10][CH2:11][N:12]([C:15]([O:17][C:18]([CH3:21])([CH3:20])[CH3:19])=[O:16])[CH2:13][CH2:14]2)[O:7][CH:6]([C:22]2[O:28][C:25]([CH2:26][CH3:27])=[CH:24][N:23]=2)[CH2:5]1. (5) Given the reactants ClC1C(OCC2(C#N)CCCCC2)=C[C:5](F)=[C:6]([CH:14]=1)C(OC(C)(C)C)=O.Cl[C:27]1[C:28]([O:38][CH:39]2[CH2:46][CH2:45][C:42]3([CH2:44][CH2:43]3)[CH2:41][CH2:40]2)=[CH:29][C:30]([F:37])=[C:31]([CH:36]=1)[C:32]([O:34][CH3:35])=[O:33], predict the reaction product. The product is: [CH:14]1([C:27]2[C:28]([O:38][CH:39]3[CH2:46][CH2:45][C:42]4([CH2:44][CH2:43]4)[CH2:41][CH2:40]3)=[CH:29][C:30]([F:37])=[C:31]([CH:36]=2)[C:32]([O:34][CH3:35])=[O:33])[CH2:6][CH2:5]1. (6) Given the reactants [C:1]([O:5][C:6]([N:8]([CH2:12][CH:13]=O)[CH:9]([CH3:11])[CH3:10])=[O:7])([CH3:4])([CH3:3])[CH3:2].[CH2:15]([NH2:18])[C:16]#[CH:17].CO.[BH4-].[Na+], predict the reaction product. The product is: [C:1]([O:5][C:6]([N:8]([CH:9]([CH3:11])[CH3:10])[CH2:12][CH2:13][NH:18][CH2:15][C:16]#[CH:17])=[O:7])([CH3:4])([CH3:3])[CH3:2]. (7) Given the reactants [F:1][C:2]1[CH:3]=[C:4]([C:9]2[C:10]3[N:11]([N:15]=[C:16]([NH:18][C:19]4([C:32]#N)[CH2:24][CH2:23][N:22]([C:25]5[CH:30]=[C:29]([CH3:31])[N:28]=[CH:27][N:26]=5)[CH2:21][CH2:20]4)[N:17]=3)[CH:12]=[CH:13][CH:14]=2)[CH:5]=[CH:6][C:7]=1[F:8].C[Mg]Br, predict the reaction product. The product is: [F:1][C:2]1[CH:3]=[C:4]([C:9]2[C:10]3[N:11]([N:15]=[C:16]([NH:18][C:19]4([CH3:32])[CH2:24][CH2:23][N:22]([C:25]5[CH:30]=[C:29]([CH3:31])[N:28]=[CH:27][N:26]=5)[CH2:21][CH2:20]4)[N:17]=3)[CH:12]=[CH:13][CH:14]=2)[CH:5]=[CH:6][C:7]=1[F:8].